This data is from Catalyst prediction with 721,799 reactions and 888 catalyst types from USPTO. The task is: Predict which catalyst facilitates the given reaction. (1) Reactant: [H-].[Na+].[I-].[Cl:4][C:5]1[CH:24]=[CH:23][C:8]([O:9][C:10]2[CH:15]=[CH:14][C:13]([C:16](=[O:18])[CH3:17])=[C:12]([C:19]([F:22])([F:21])[F:20])[CH:11]=2)=[CH:7][CH:6]=1.[CH2:25]1COCC1. Product: [Cl:4][C:5]1[CH:6]=[CH:7][C:8]([O:9][C:10]2[CH:15]=[CH:14][C:13]([C:16]3([CH3:25])[CH2:17][O:18]3)=[C:12]([C:19]([F:20])([F:21])[F:22])[CH:11]=2)=[CH:23][CH:24]=1. The catalyst class is: 16. (2) The catalyst class is: 4. Product: [CH3:1][O:2][C:3]([C:5]1[C:6]2[CH:14]=[N:13][N:12]([CH2:15][C:16]3[CH:21]=[CH:20][C:19]([O:22][CH3:23])=[CH:18][CH:17]=3)[C:7]=2[N:8]=[C:9]([O:11][S:33]([C:32]([F:45])([F:44])[F:31])(=[O:35])=[O:34])[CH:10]=1)=[O:4]. Reactant: [CH3:1][O:2][C:3]([C:5]1[C:6]2[CH:14]=[N:13][N:12]([CH2:15][C:16]3[CH:21]=[CH:20][C:19]([O:22][CH3:23])=[CH:18][CH:17]=3)[C:7]=2[N:8]=[C:9]([OH:11])[CH:10]=1)=[O:4].C(N(CC)CC)C.[F:31][C:32]([F:45])([F:44])[S:33](O[S:33]([C:32]([F:45])([F:44])[F:31])(=[O:35])=[O:34])(=[O:35])=[O:34].C(=O)(O)[O-].[Na+]. (3) Reactant: FC(F)(F)S(O[C:7]1[C:12]([CH3:13])=[CH:11][C:10]([C:14]#[N:15])=[CH:9][C:8]=1[CH3:16])(=O)=O.[CH:19]([C:21]1[CH:22]=[C:23](B(O)O)[CH:24]=[CH:25][CH:26]=1)=[O:20].C1(P(C2CCCCC2)C2C=CC=CC=2C2C(OC)=CC=CC=2OC)CCCCC1.P([O-])([O-])([O-])=O.[K+].[K+].[K+]. Product: [CH:19]([C:21]1[CH:26]=[C:25]([C:7]2[C:12]([CH3:13])=[CH:11][C:10]([C:14]#[N:15])=[CH:9][C:8]=2[CH3:16])[CH:24]=[CH:23][CH:22]=1)=[O:20]. The catalyst class is: 706. (4) Reactant: [C:1]([O:5][C:6]([NH:8][C@H:9]([CH2:13][C:14]1[CH:19]=[CH:18][C:17]([C:20]([F:23])([F:22])[F:21])=[CH:16][CH:15]=1)[C:10]([OH:12])=O)=[O:7])([CH3:4])([CH3:3])[CH3:2].[NH2:24][C:25]1[CH:26]=[N:27][C:28]2[C:33]([CH:34]=1)=[CH:32][CH:31]=[CH:30][CH:29]=2.C[N+]1(C2N=C(OC)N=C(OC)N=2)CCOCC1.[Cl-]. Product: [N:27]1[C:28]2[C:33](=[CH:32][CH:31]=[CH:30][CH:29]=2)[CH:34]=[C:25]([NH:24][C:10]([C@H:9]([NH:8][C:6](=[O:7])[O:5][C:1]([CH3:2])([CH3:3])[CH3:4])[CH2:13][C:14]2[CH:15]=[CH:16][C:17]([C:20]([F:21])([F:22])[F:23])=[CH:18][CH:19]=2)=[O:12])[CH:26]=1. The catalyst class is: 13. (5) Reactant: [CH3:1][S:2](Cl)(=[O:4])=[O:3].[C:6]([C:10]1[CH:11]=[C:12]([N+:20]([O-:22])=[O:21])[C:13]([O:18][CH3:19])=[C:14]([CH2:16][OH:17])[CH:15]=1)([CH3:9])([CH3:8])[CH3:7].C(N(CC)CC)C. Product: [CH3:1][S:2]([O:17][CH2:16][C:14]1[CH:15]=[C:10]([C:6]([CH3:9])([CH3:7])[CH3:8])[CH:11]=[C:12]([N+:20]([O-:22])=[O:21])[C:13]=1[O:18][CH3:19])(=[O:4])=[O:3]. The catalyst class is: 4.